This data is from Catalyst prediction with 721,799 reactions and 888 catalyst types from USPTO. The task is: Predict which catalyst facilitates the given reaction. (1) Reactant: [Cl:1][C:2]1[CH:3]=[CH:4][C:5]([OH:27])=[C:6]([C:8]2[CH:13]=[CH:12][N:11]=[C:10]([N:14]3[CH2:19][CH2:18][N:17](C(OC(C)(C)C)=O)[CH2:16][CH2:15]3)[N:9]=2)[CH:7]=1.[S:28]1[CH:32]=[C:31]([N:33]([S:41]([C:44]2[CH:49]=[C:48]([F:50])[C:47](F)=[CH:46][C:45]=2[F:52])(=[O:43])=[O:42])C(=O)OC(C)(C)C)[N:30]=[CH:29]1.C(=O)([O-])[O-].[K+].[K+].[F:59][C:60]([F:65])([F:64])[C:61]([OH:63])=[O:62]. Product: [F:59][C:60]([F:65])([F:64])[C:61]([OH:63])=[O:62].[Cl:1][C:2]1[CH:3]=[CH:4][C:5]([O:27][C:47]2[C:48]([F:50])=[CH:49][C:44]([S:41]([NH:33][C:31]3[N:30]=[CH:29][S:28][CH:32]=3)(=[O:43])=[O:42])=[C:45]([F:52])[CH:46]=2)=[C:6]([C:8]2[CH:13]=[CH:12][N:11]=[C:10]([N:14]3[CH2:15][CH2:16][NH:17][CH2:18][CH2:19]3)[N:9]=2)[CH:7]=1. The catalyst class is: 58. (2) Reactant: [CH3:1][N:2]1[C:6](B2OC(C)(C)C(C)(C)O2)=[CH:5][CH:4]=[N:3]1.C([O-])([O-])=O.[K+].[K+].Br[C:23]1[CH:24]=[N:25][C:26]([C:29]([OH:31])=[O:30])=[N:27][CH:28]=1. Product: [CH3:1][N:2]1[C:6]([C:23]2[CH:24]=[N:25][C:26]([C:29]([OH:31])=[O:30])=[N:27][CH:28]=2)=[CH:5][CH:4]=[N:3]1. The catalyst class is: 70. (3) Reactant: Cl[C:2]1[CH:7]=[C:6]([Cl:8])[N:5]=[C:4]([NH2:9])[N:3]=1.[CH:10]1([NH2:16])[CH2:15][CH2:14][CH2:13][CH2:12][CH2:11]1. Product: [Cl:8][C:6]1[N:5]=[C:4]([NH2:9])[N:3]=[C:2]([NH:16][CH:10]2[CH2:15][CH2:14][CH2:13][CH2:12][CH2:11]2)[CH:7]=1. The catalyst class is: 5. (4) Reactant: P(Cl)(Cl)(Cl)=O.[F:6][C:7]1[C:36]([F:37])=[CH:35][CH:34]=[CH:33][C:8]=1[CH2:9][N:10]1[C:14]2=[N:15][CH:16]=[CH:17][CH:18]=[C:13]2[C:12]([C:19]2[N:20]=[N:21][C:22]([C:26]([CH3:32])([CH3:31])[C:27]([O:29]C)=O)=[C:23](O)[N:24]=2)=[N:11]1.[NH3:38]. Product: [F:6][C:7]1[C:36]([F:37])=[CH:35][CH:34]=[CH:33][C:8]=1[CH2:9][N:10]1[C:14]2=[N:15][CH:16]=[CH:17][CH:18]=[C:13]2[C:12]([C:19]2[N:20]=[N:21][C:22]3[C:26]([CH3:32])([CH3:31])[C:27](=[O:29])[NH:38][C:23]=3[N:24]=2)=[N:11]1. The catalyst class is: 10. (5) Reactant: [Br:1][C:2]1[CH:3]=[C:4]([C:10]2[CH:15]=[CH:14][C:13]([CH:16]=O)=[CH:12][CH:11]=2)[CH:5]=[CH:6][C:7]=1[O:8][CH3:9].[CH3:18][NH2:19].[O-]S([O-])(=O)=O.[Mg+2]. Product: [Br:1][C:2]1[CH:3]=[C:4]([C:10]2[CH:15]=[CH:14][C:13](/[CH:16]=[N:19]/[CH3:18])=[CH:12][CH:11]=2)[CH:5]=[CH:6][C:7]=1[O:8][CH3:9]. The catalyst class is: 511. (6) Product: [CH2:1]([N:8]1[C:16]2[C:11](=[CH:12][C:13]([O:17][CH3:18])=[CH:14][CH:15]=2)[C:10]([CH2:19][Cl:23])=[N:9]1)[C:2]1[CH:7]=[CH:6][CH:5]=[CH:4][CH:3]=1. The catalyst class is: 22. Reactant: [CH2:1]([N:8]1[C:16]2[C:11](=[CH:12][C:13]([O:17][CH3:18])=[CH:14][CH:15]=2)[C:10]([CH2:19]O)=[N:9]1)[C:2]1[CH:7]=[CH:6][CH:5]=[CH:4][CH:3]=1.S(Cl)([Cl:23])=O. (7) Reactant: [NH2:1][C:2]1[N:10]=[CH:9][N:8]=[C:7]2[C:3]=1[NH:4][C:5](=[S:11])[NH:6]2.F[B-](F)(F)F.[CH3:17][O:18][C:19]1[C:24]([C:25]2[CH:30]=[CH:29][CH:28]=[CH:27][CH:26]=2)=[CH:23][C:22]([O:31][CH3:32])=[CH:21][C:20]=1[N+]#N.C([O-])(O)=O.[Na+]. Product: [CH3:17][O:18][C:19]1[C:20]([S:11][C:5]2[NH:6][C:7]3[C:3]([N:4]=2)=[C:2]([NH2:1])[N:10]=[CH:9][N:8]=3)=[CH:21][C:22]([O:31][CH3:32])=[CH:23][C:24]=1[C:25]1[CH:30]=[CH:29][CH:28]=[CH:27][CH:26]=1. The catalyst class is: 3.